Task: Predict which catalyst facilitates the given reaction.. Dataset: Catalyst prediction with 721,799 reactions and 888 catalyst types from USPTO (1) Reactant: Br[C:2]1[CH:7]=[CH:6][CH:5]=[C:4]([Cl:8])[C:3]=1[C:9]1[CH:14]=[CH:13][CH:12]=[C:11]([CH2:15][CH3:16])[CH:10]=1.[CH3:17][O:18][CH2:19][CH2:20][CH2:21][CH2:22][NH2:23].C1C=CC(P(C2C(C3C(P(C4C=CC=CC=4)C4C=CC=CC=4)=CC=C4C=3C=CC=C4)=C3C(C=CC=C3)=CC=2)C2C=CC=CC=2)=CC=1.CC([O-])(C)C.[K+]. Product: [Cl:8][C:4]1[C:3]([C:9]2[CH:14]=[CH:13][CH:12]=[C:11]([CH2:15][CH3:16])[CH:10]=2)=[C:2]([NH:23][CH2:22][CH2:21][CH2:20][CH2:19][O:18][CH3:17])[CH:7]=[CH:6][CH:5]=1. The catalyst class is: 11. (2) Reactant: F[C:2]1[CH:7]=[CH:6][C:5]([C:8]2[CH2:12][C:11]([C:17]3[CH:22]=[C:21]([Cl:23])[CH:20]=[C:19]([Cl:24])[CH:18]=3)([C:13]([F:16])([F:15])[F:14])[O:10][N:9]=2)=[CH:4][C:3]=1[N+:25]([O-:27])=[O:26].[NH:28]1[CH:32]=[N:31][CH:30]=[N:29]1.C(=O)([O-])[O-].[K+].[K+].O. Product: [Cl:24][C:19]1[CH:18]=[C:17]([C:11]2([C:13]([F:16])([F:15])[F:14])[O:10][N:9]=[C:8]([C:5]3[CH:6]=[CH:7][C:2]([N:28]4[CH:32]=[N:31][CH:30]=[N:29]4)=[C:3]([N+:25]([O-:27])=[O:26])[CH:4]=3)[CH2:12]2)[CH:22]=[C:21]([Cl:23])[CH:20]=1. The catalyst class is: 39. (3) Reactant: [CH3:1][N:2]1[C:11]2[CH:12]=[C:13]([O:17][CH2:18][C@@H:19]([NH:24]C(=O)OC(C)(C)C)[CH2:20][CH:21]([CH3:23])[CH3:22])[C:14]([CH3:16])=[CH:15][C:10]=2[C:9]2[C:4](=[CH:5][N:6]=[CH:7][CH:8]=2)[C:3]1=[O:32].Cl.O1CCOCC1. Product: [NH2:24][C@@H:19]([CH2:20][CH:21]([CH3:23])[CH3:22])[CH2:18][O:17][C:13]1[C:14]([CH3:16])=[CH:15][C:10]2[C:9]3[C:4](=[CH:5][N:6]=[CH:7][CH:8]=3)[C:3](=[O:32])[N:2]([CH3:1])[C:11]=2[CH:12]=1. The catalyst class is: 5. (4) Reactant: F[C:2]1[CH:7]=[CH:6][C:5]([C:8]2[CH:13]=[CH:12][N:11]=[C:10]([CH3:14])[CH:9]=2)=[CH:4][C:3]=1[C:15]([F:18])([F:17])[F:16].[CH3:19][C:20]([SH:23])([CH3:22])[CH3:21].CN(C=O)C.CC(C)([O-])C.[Na+]. Product: [C:20]([S:23][C:2]1[CH:7]=[CH:6][C:5]([C:8]2[CH:13]=[CH:12][N:11]=[C:10]([CH3:14])[CH:9]=2)=[CH:4][C:3]=1[C:15]([F:18])([F:17])[F:16])([CH3:22])([CH3:21])[CH3:19]. The catalyst class is: 680.